This data is from Peptide-MHC class II binding affinity with 134,281 pairs from IEDB. The task is: Regression. Given a peptide amino acid sequence and an MHC pseudo amino acid sequence, predict their binding affinity value. This is MHC class II binding data. (1) The peptide sequence is AAKVAATAANAAPAN. The MHC is HLA-DPA10201-DPB11401 with pseudo-sequence HLA-DPA10201-DPB11401. The binding affinity (normalized) is 0.555. (2) The peptide sequence is YDKFLANVSTVLTGR. The MHC is DRB1_1602 with pseudo-sequence DRB1_1602. The binding affinity (normalized) is 0.747. (3) The peptide sequence is APYVAWMRATAIQAE. The MHC is DRB1_1101 with pseudo-sequence DRB1_1101. The binding affinity (normalized) is 0.208. (4) The peptide sequence is RRMWASAQNISGAGW. The MHC is HLA-DQA10301-DQB10302 with pseudo-sequence HLA-DQA10301-DQB10302. The binding affinity (normalized) is 0.166. (5) The peptide sequence is PISVTAPPPQLPRPP. The MHC is DRB3_0202 with pseudo-sequence DRB3_0202. The binding affinity (normalized) is 0. (6) The peptide sequence is LGTFDTTQIIKLLPF. The MHC is DRB1_1101 with pseudo-sequence DRB1_1101. The binding affinity (normalized) is 0.537. (7) The peptide sequence is SMPFGKTPVLEIDGK. The MHC is DRB1_0301 with pseudo-sequence DRB1_0301. The binding affinity (normalized) is 0.319.